This data is from Catalyst prediction with 721,799 reactions and 888 catalyst types from USPTO. The task is: Predict which catalyst facilitates the given reaction. (1) Reactant: [CH2:1]([O:3][C:4]([C:6]1[NH:7][CH:8]=[C:9]([CH2:11][NH:12][C:13]2[CH:18]=[CH:17][C:16]([Cl:19])=[CH:15][CH:14]=2)[CH:10]=1)=[O:5])[CH3:2].C(N(CC)C(C)C)(C)C.[C:29](Cl)(=[O:31])[CH3:30]. Product: [CH2:1]([O:3][C:4]([C:6]1[NH:7][CH:8]=[C:9]([CH2:11][N:12]([C:29](=[O:31])[CH3:30])[C:13]2[CH:14]=[CH:15][C:16]([Cl:19])=[CH:17][CH:18]=2)[CH:10]=1)=[O:5])[CH3:2]. The catalyst class is: 2. (2) Product: [CH2:1]([S:8]([C:9]1[N:14]2[N:15]=[CH:16][C:17]([CH:18]=[C:19]3[NH:23][C:22](=[O:24])[NH:21][C:20]3=[O:25])=[C:13]2[N:12]=[C:11]([NH:26][C:27]2[CH:32]=[CH:31][CH:30]=[C:29]([Cl:33])[CH:28]=2)[CH:10]=1)=[O:42])[C:2]1[CH:7]=[CH:6][CH:5]=[CH:4][CH:3]=1. Reactant: [CH2:1]([S:8][C:9]1[N:14]2[N:15]=[CH:16][C:17]([CH:18]=[C:19]3[NH:23][C:22](=[O:24])[NH:21][C:20]3=[O:25])=[C:13]2[N:12]=[C:11]([NH:26][C:27]2[CH:32]=[CH:31][CH:30]=[C:29]([Cl:33])[CH:28]=2)[CH:10]=1)[C:2]1[CH:7]=[CH:6][CH:5]=[CH:4][CH:3]=1.ClC1C=CC=C(C(OO)=[O:42])C=1. The catalyst class is: 4. (3) Reactant: Br.[Cl:2][C:3]1[CH:8]=[C:7]([C:9]2[CH:14]=[N:13][CH:12]=[C:11]([CH3:15])[N:10]=2)[CH:6]=[CH:5][C:4]=1[C:16]1[C:28](=[O:29])[N:27]([CH2:30][C:31]2([OH:47])[CH2:36][CH2:35][N:34](C(OCC3C=CC=CC=3)=O)[CH2:33][CH2:32]2)[C:19]2[N:20]=[C:21]([NH:24][CH2:25][CH3:26])[N:22]=[CH:23][C:18]=2[CH:17]=1.N. The catalyst class is: 2. Product: [Cl:2][C:3]1[CH:8]=[C:7]([C:9]2[CH:14]=[N:13][CH:12]=[C:11]([CH3:15])[N:10]=2)[CH:6]=[CH:5][C:4]=1[C:16]1[C:28](=[O:29])[N:27]([CH2:30][C:31]2([OH:47])[CH2:36][CH2:35][NH:34][CH2:33][CH2:32]2)[C:19]2[N:20]=[C:21]([NH:24][CH2:25][CH3:26])[N:22]=[CH:23][C:18]=2[CH:17]=1. (4) Reactant: [F:1][C:2]1[CH:3]=[C:4]([CH:9]2[CH2:11][CH:10]2[C:12]([OH:14])=O)[CH:5]=[CH:6][C:7]=1[CH3:8].C(Cl)(=O)C(Cl)=O.N1C=CC=CC=1.[NH2:27][N:28]1[C:37](=[O:38])[C:36]2[C:31](=[CH:32][CH:33]=[CH:34][CH:35]=2)[N:30]=[C:29]1[CH:39]([CH3:41])[CH3:40]. Product: [CH:39]([C:29]1[N:28]([NH:27][C:12]([C@@H:10]2[CH2:11][C@H:9]2[C:4]2[CH:5]=[CH:6][C:7]([CH3:8])=[C:2]([F:1])[CH:3]=2)=[O:14])[C:37](=[O:38])[C:36]2[C:31](=[CH:32][CH:33]=[CH:34][CH:35]=2)[N:30]=1)([CH3:41])[CH3:40]. The catalyst class is: 454. (5) Reactant: C[O:2][C:3](=O)[C:4]1[CH:9]=[C:8]([O:10][CH2:11][CH3:12])[C:7]([I:13])=[C:6]([NH2:14])[CH:5]=1.[H-].C([Al+]CC(C)C)C(C)C. Product: [NH2:14][C:6]1[CH:5]=[C:4]([CH2:3][OH:2])[CH:9]=[C:8]([O:10][CH2:11][CH3:12])[C:7]=1[I:13]. The catalyst class is: 1. (6) Reactant: [OH:1]C1C2N=NNC=2C=CC=1.CN1CCOCC1.O[C:19]([C:29]1[CH:34]=[CH:33][CH:32]=[CH:31][CH:30]=1)([C:23]1[CH:28]=[CH:27][CH:26]=[CH:25][CH:24]=1)C(O)=O.[CH2:35]([N:42]1[CH2:48][CH:47]2[CH:49]([CH2:50][NH2:51])[CH:44]([CH2:45][CH2:46]2)[CH2:43]1)[C:36]1[CH:41]=[CH:40][CH:39]=[CH:38][CH:37]=1.Cl.CN(C)CCCN=C=NCC. Product: [CH2:35]([N:42]1[CH2:48][CH:47]2[CH:49]([CH2:50][NH:51][C:30]([C:31]3[C:19]([C:23]4[CH:24]=[CH:25][CH:26]=[CH:27][CH:28]=4)=[CH:29][CH:34]=[CH:33][CH:32]=3)=[O:1])[CH:44]([CH2:45][CH2:46]2)[CH2:43]1)[C:36]1[CH:37]=[CH:38][CH:39]=[CH:40][CH:41]=1. The catalyst class is: 9. (7) Reactant: [H-].[Na+].[NH:3]1[CH:7]=[CH:6][N:5]=[C:4]1[C@@H:8]([NH:12][C:13](=[O:19])[O:14][C:15]([CH3:18])([CH3:17])[CH3:16])[CH:9]([CH3:11])[CH3:10].I[CH3:21]. Product: [CH3:10][CH:9]([CH3:11])[C@H:8]([NH:12][C:13](=[O:19])[O:14][C:15]([CH3:17])([CH3:16])[CH3:18])[C:4]1[N:3]([CH3:21])[CH:7]=[CH:6][N:5]=1. The catalyst class is: 1.